From a dataset of Full USPTO retrosynthesis dataset with 1.9M reactions from patents (1976-2016). Predict the reactants needed to synthesize the given product. (1) Given the product [CH2:1]([NH:3][C:4]1[CH:9]=[C:8]([N:10]2[CH2:11][CH2:12][N:13]([C:26]([O:25][C:21]([CH3:24])([CH3:23])[CH3:22])=[O:27])[CH2:14][CH2:15]2)[CH:7]=[CH:6][C:5]=1[N+:16]([O-:18])=[O:17])[CH3:2], predict the reactants needed to synthesize it. The reactants are: [CH2:1]([NH:3][C:4]1[CH:9]=[C:8]([N:10]2[CH2:15][CH2:14][NH:13][CH2:12][CH2:11]2)[CH:7]=[CH:6][C:5]=1[N+:16]([O-:18])=[O:17])[CH3:2].[OH-].[Na+].[C:21]([O:25][C:26](O[C:26]([O:25][C:21]([CH3:24])([CH3:23])[CH3:22])=[O:27])=[O:27])([CH3:24])([CH3:23])[CH3:22].Cl. (2) Given the product [N:31]1([CH2:6][CH2:7][C:8]2[O:9][C:10]3[CH:16]=[CH:15][C:14]([C:17]4[N:18]=[CH:19][C:20]([C:23]([N:25]5[CH2:30][CH2:29][O:28][CH2:27][CH2:26]5)=[O:24])=[CH:21][CH:22]=4)=[CH:13][C:11]=3[CH:12]=2)[CH2:36][CH2:35][O:34][CH2:33][CH2:32]1, predict the reactants needed to synthesize it. The reactants are: CS(O[CH2:6][CH2:7][C:8]1[O:9][C:10]2[CH:16]=[CH:15][C:14]([C:17]3[CH:22]=[CH:21][C:20]([C:23]([N:25]4[CH2:30][CH2:29][O:28][CH2:27][CH2:26]4)=[O:24])=[CH:19][N:18]=3)=[CH:13][C:11]=2[CH:12]=1)(=O)=O.[NH:31]1[CH2:36][CH2:35][O:34][CH2:33][CH2:32]1. (3) Given the product [C:1]1([C:32]2[CH:37]=[CH:36][CH:35]=[CH:34][CH:33]=2)[CH:6]=[CH:5][C:4]([C:7]([N:9]2[CH2:10][CH2:11][N:12]([C:15]3[C:16]4[CH:29]=[C:28]([CH2:30][CH3:31])[S:27][C:17]=4[N:18]=[C:19]([NH:21][C:50]([CH:49]([NH:48][C:46](=[O:47])[O:45][CH2:38][C:39]4[CH:40]=[CH:41][CH:42]=[CH:43][CH:44]=4)[CH2:53][O:54][C:55]([CH3:58])([CH3:57])[CH3:56])=[O:52])[N:20]=3)[CH2:13][CH2:14]2)=[O:8])=[CH:3][CH:2]=1, predict the reactants needed to synthesize it. The reactants are: [C:1]1([C:32]2[CH:37]=[CH:36][CH:35]=[CH:34][CH:33]=2)[CH:6]=[CH:5][C:4]([C:7]([N:9]2[CH2:14][CH2:13][N:12]([C:15]3[C:16]4[CH:29]=[C:28]([CH2:30][CH3:31])[S:27][C:17]=4[N:18]=[C:19]([NH:21]C(=O)COC)[N:20]=3)[CH2:11][CH2:10]2)=[O:8])=[CH:3][CH:2]=1.[CH2:38]([O:45][C:46]([NH:48][C@@H:49]([CH2:53][O:54][C:55]([CH3:58])([CH3:57])[CH3:56])[C:50]([OH:52])=O)=[O:47])[C:39]1[CH:44]=[CH:43][CH:42]=[CH:41][CH:40]=1. (4) Given the product [CH:23]1([N:20]2[CH2:21][CH2:22][N:17]([C:15](=[O:16])[CH2:14][N:11]3[CH2:12][CH2:13][N:8]([C:5]4[N:4]=[N:3][C:2]([C:32](=[O:34])[CH3:33])=[CH:7][CH:6]=4)[CH2:9][CH2:10]3)[CH2:18][CH2:19]2)[CH2:26][CH2:25][CH2:24]1, predict the reactants needed to synthesize it. The reactants are: Cl[C:2]1[N:3]=[N:4][C:5]([N:8]2[CH2:13][CH2:12][N:11]([CH2:14][C:15]([N:17]3[CH2:22][CH2:21][N:20]([CH:23]4[CH2:26][CH2:25][CH2:24]4)[CH2:19][CH2:18]3)=[O:16])[CH2:10][CH2:9]2)=[CH:6][CH:7]=1.C([Sn](CCCC)(CCCC)[C:32]([O:34]CC)=[CH2:33])CCC. (5) Given the product [Si:5]([O:8][CH2:9][CH2:10][CH2:11][CH2:12][CH2:13][CH2:14][CH:28]([OH:29])[CH2:27][CH2:26][CH2:25][CH2:24][C:23]#[C:22][Si:21]([CH3:31])([CH3:30])[CH3:20])([C:1]([CH3:4])([CH3:3])[CH3:2])([CH3:7])[CH3:6], predict the reactants needed to synthesize it. The reactants are: [C:1]([Si:5]([O:8][CH2:9][CH2:10][CH2:11][CH2:12][CH2:13][CH2:14]Cl)([CH3:7])[CH3:6])([CH3:4])([CH3:3])[CH3:2].BrCCBr.[CH3:20][Si:21]([CH3:31])([CH3:30])[C:22]#[C:23][CH2:24][CH2:25][CH2:26][CH2:27][CH:28]=[O:29].C(O)CCCCC#C.C[Si](C)(C)C#CCCCCCO. (6) Given the product [Cl:1][C:2]1[CH:18]=[CH:17][C:5]2[CH2:6][CH2:7][N:8]([C:11](=[O:16])[C:12]([F:13])([F:15])[F:14])[CH2:9][CH2:10][C:4]=2[C:3]=1[NH:27][CH2:28][C:29]1[CH:34]=[CH:33][C:32]([O:35][CH2:36][C:37]([F:40])([F:38])[F:39])=[CH:31][N:30]=1, predict the reactants needed to synthesize it. The reactants are: [Cl:1][C:2]1[CH:18]=[CH:17][C:5]2[CH2:6][CH2:7][N:8]([C:11](=[O:16])[C:12]([F:15])([F:14])[F:13])[CH2:9][CH2:10][C:4]=2[C:3]=1OS(C(F)(F)F)(=O)=O.[NH2:27][CH2:28][C:29]1[CH:34]=[CH:33][C:32]([O:35][CH2:36][C:37]([F:40])([F:39])[F:38])=[CH:31][N:30]=1. (7) Given the product [C:1]([O:9][C:10]1[C:15](=[O:16])[N:14]([CH3:26])[C:13]([C:17]2[S:18][CH:19]=[CH:20][CH:21]=2)=[N:12][C:11]=1[C:22]([O:24][CH3:25])=[O:23])(=[O:8])[C:2]1[CH:7]=[CH:6][CH:5]=[CH:4][CH:3]=1, predict the reactants needed to synthesize it. The reactants are: [C:1]([O:9][C:10]1[C:11]([C:22]([O:24][CH3:25])=[O:23])=[N:12][C:13]([C:17]2[S:18][CH:19]=[CH:20][CH:21]=2)=[N:14][C:15]=1[OH:16])(=[O:8])[C:2]1[CH:7]=[CH:6][CH:5]=[CH:4][CH:3]=1.[C:26](=O)([O-])[O-].[Cs+].[Cs+].CI.Cl. (8) The reactants are: [SH:1][C:2]1[S:3][C:4]2[CH2:14][CH2:13][C:12]3[C:7](=[CH:8][CH:9]=[CH:10][C:11]=3[O:15][CH2:16][C:17]([O:19][CH2:20][CH3:21])=[O:18])[C:5]=2[N:6]=1.[H-].[Na+].Cl[C:25]1[CH:30]=[CH:29][C:28]([N+:31]([O-:33])=[O:32])=[CH:27][C:26]=1[N+:34]([O-:36])=[O:35].O. Given the product [N+:31]([C:28]1[CH:27]=[C:26]([N+:34]([O-:36])=[O:35])[CH:25]=[CH:30][C:29]=1[S:1][C:2]1[S:3][C:4]2[CH2:14][CH2:13][C:12]3[C:7](=[CH:8][CH:9]=[CH:10][C:11]=3[O:15][CH2:16][C:17]([O:19][CH2:20][CH3:21])=[O:18])[C:5]=2[N:6]=1)([O-:33])=[O:32], predict the reactants needed to synthesize it. (9) Given the product [F:15][C:3]1[CH:4]=[C:5]([N:8]2[CH:13]=[CH:12][CH:11]=[CH:10][C:9]2=[O:14])[CH:6]=[CH:7][C:2]=1[NH:1][C:23]([C:25]1[O:29][N:28]=[C:27]([CH2:30][NH:31][C:32]([C:34]2[S:35][C:36]([Cl:39])=[CH:37][CH:38]=2)=[O:33])[N:26]=1)=[O:22], predict the reactants needed to synthesize it. The reactants are: [NH2:1][C:2]1[CH:7]=[CH:6][C:5]([N:8]2[CH:13]=[CH:12][CH:11]=[CH:10][C:9]2=[O:14])=[CH:4][C:3]=1[F:15].C[Al](C)C.C([O:22][C:23]([C:25]1[O:29][N:28]=[C:27]([CH2:30][NH:31][C:32]([C:34]2[S:35][C:36]([Cl:39])=[CH:37][CH:38]=2)=[O:33])[N:26]=1)=O)C.[O-]S([O-])(=O)=O.[Mg+2]. (10) Given the product [F:17][C:14]([F:15])([F:16])[C:4]1([OH:3])[CH2:5][CH2:6][C:7]2([O:8][CH2:9][CH2:10][O:11]2)[CH2:12][CH2:13]1, predict the reactants needed to synthesize it. The reactants are: C[Si](C)(C)[O:3][C:4]1([C:14]([F:17])([F:16])[F:15])[CH2:13][CH2:12][C:7]2([O:11][CH2:10][CH2:9][O:8]2)[CH2:6][CH2:5]1.O.